This data is from Full USPTO retrosynthesis dataset with 1.9M reactions from patents (1976-2016). The task is: Predict the reactants needed to synthesize the given product. (1) Given the product [CH3:82][O:81][CH2:80][CH2:79][CH2:27][C:22]1[CH:23]=[CH:24][CH:25]=[CH:26][C:21]=1[C:18]1[CH:19]=[CH:20][C:15]([CH:3]2[C:2]3([C:40]4[C:45](=[CH:44][N:43]([CH3:60])[C:42](=[O:58])[CH:41]=4)[CH2:46][O:47]3)[CH2:7][CH2:6][NH:5][CH2:4]2)=[C:16]([CH3:39])[CH:17]=1, predict the reactants needed to synthesize it. The reactants are: O[C@:2]1([C:40]2[C:45]([CH2:46][O:47][Si](C(C)C)(C(C)C)C(C)C)=[CH:44][N:43]=[C:42]([O:58]C)[CH:41]=2)[CH2:7][CH2:6][N:5](C(OC(C)(C)C)=O)[CH2:4][C@@H:3]1[C:15]1[CH:20]=[CH:19][C:18]([C:21]2[CH:26]=[CH:25][CH:24]=[CH:23][C:22]=2[CH2:27]O[Si](C(C)C)(C(C)C)C(C)C)=[CH:17][C:16]=1[CH3:39].[CH3:60]CCC[N+](CCCC)(CCCC)CCCC.[F-].C1[CH2:82][O:81][CH2:80][CH2:79]1. (2) Given the product [N+:1]([C:9]1[CH:10]=[CH:11][C:6]([C:12]2([C:15]#[N:16])[CH2:13][CH2:14]2)=[CH:7][CH:8]=1)([O-:4])=[O:2], predict the reactants needed to synthesize it. The reactants are: [N+:1]([O-:4])([O-])=[O:2].[K+].[C:6]1([C:12]2([C:15]#[N:16])[CH2:14][CH2:13]2)[CH:11]=[CH:10][CH:9]=[CH:8][CH:7]=1.